Dataset: Catalyst prediction with 721,799 reactions and 888 catalyst types from USPTO. Task: Predict which catalyst facilitates the given reaction. (1) Reactant: [Br:1][C:2]1[N:7]=[C:6]([C:8]2[CH:13]=[C:12]([OH:14])[CH:11]=[C:10]([CH3:15])[N:9]=2)[CH:5]=[CH:4][CH:3]=1.[C:16](=O)([O-])[O-].[K+].[K+].IC.O. Product: [Br:1][C:2]1[N:7]=[C:6]([C:8]2[CH:13]=[C:12]([O:14][CH3:16])[CH:11]=[C:10]([CH3:15])[N:9]=2)[CH:5]=[CH:4][CH:3]=1. The catalyst class is: 21. (2) Reactant: [CH3:1][CH2:2][O:3][C:4]([C:6]1[N:7]([C:23]([O:25][C:26]([CH3:29])([CH3:28])[CH3:27])=[O:24])[C:8]2[C:13]([CH:14]=1)=[C:12]([O:15]CC1C=CC=CC=1)[CH:11]=[CH:10][CH:9]=2)=[O:5]. The catalyst class is: 78. Product: [CH3:1][CH2:2][O:3][C:4]([C:6]1[N:7]([C:23]([O:25][C:26]([CH3:27])([CH3:29])[CH3:28])=[O:24])[C:8]2[C:13]([CH:14]=1)=[C:12]([OH:15])[CH:11]=[CH:10][CH:9]=2)=[O:5]. (3) Reactant: Cl[Si](C)(C)C.[CH:6]1([CH2:9][CH2:10][NH:11][C:12](=[O:39])[C:13]2[CH:18]=[CH:17][C:16]([N:19]3[CH2:24][CH2:23][N:22]([C:25](=[O:36])[C:26]4[CH:31]=[CH:30][CH:29]=[CH:28][C:27]=4[C:32]([F:35])([F:34])[F:33])[CH2:21][CH2:20]3)=[N:15][C:14]=2[O:37]C)[CH2:8][CH2:7]1.[I-].[Na+]. Product: [CH:6]1([CH2:9][CH2:10][NH:11][C:12](=[O:39])[C:13]2[CH:18]=[CH:17][C:16]([N:19]3[CH2:20][CH2:21][N:22]([C:25](=[O:36])[C:26]4[CH:31]=[CH:30][CH:29]=[CH:28][C:27]=4[C:32]([F:33])([F:34])[F:35])[CH2:23][CH2:24]3)=[N:15][C:14]=2[OH:37])[CH2:7][CH2:8]1. The catalyst class is: 144. (4) Reactant: [Cl:1][C:2]1[N:7]=[C:6]([NH:8][CH:9]2[CH2:12][CH2:11][CH2:10]2)[C:5]([NH2:13])=[C:4]([Cl:14])[N:3]=1.[C:15](OC(OCC)OCC)(=O)C. Product: [Cl:1][C:2]1[N:7]=[C:6]2[C:5]([N:13]=[CH:15][N:8]2[CH:9]2[CH2:10][CH2:11][CH2:12]2)=[C:4]([Cl:14])[N:3]=1. The catalyst class is: 25. (5) Reactant: Cl[CH2:2][C:3]1[CH:8]=[CH:7][CH:6]=[CH:5][C:4]=1[C:9](=[CH:14][O:15][CH3:16])[C:10]([O:12][CH3:13])=[O:11].C1(C)C=CC=CC=1.[CH:24]([O:27][C:28]1[N:33]=[C:32]([OH:34])[CH:31]=[C:30]([C:35]([F:38])([F:37])[F:36])[N:29]=1)([CH3:26])[CH3:25].C(=O)([O-])[O-].[K+].[K+]. Product: [CH3:16][O:15][CH:14]=[C:9]([C:4]1[CH:5]=[CH:6][CH:7]=[CH:8][C:3]=1[CH2:2][O:34][C:32]1[CH:31]=[C:30]([C:35]([F:36])([F:37])[F:38])[N:29]=[C:28]([O:27][CH:24]([CH3:26])[CH3:25])[N:33]=1)[C:10]([O:12][CH3:13])=[O:11]. The catalyst class is: 3.